This data is from Reaction yield outcomes from USPTO patents with 853,638 reactions. The task is: Predict the reaction yield, written as a fraction of the theoretical maximum amount of product (1.0 means a 100% yield; for example, 0.34 means a 34% yield). (1) The reactants are [NH2:1][CH2:2][C:3]1[C:11]2[S:10](=[O:13])(=[O:12])[N:9]=[C:8]([C:14]3[C:15](=[O:34])[N:16]([CH2:26][C:27]4[CH:32]=[CH:31][C:30]([F:33])=[CH:29][CH:28]=4)[C@@H:17]4[C@H:22]([C:23]=3[OH:24])[C@@H:21]3[CH2:25][C@H:18]4[CH2:19][CH2:20]3)[NH:7][C:6]=2[S:5][CH:4]=1.C(N(CC)CC)C.[CH:42]1([S:45](Cl)(=[O:47])=[O:46])[CH2:44][CH2:43]1. The catalyst is ClCCl. The product is [F:33][C:30]1[CH:29]=[CH:28][C:27]([CH2:26][N:16]2[C:15](=[O:34])[C:14]([C:8]3[NH:7][C:6]4[S:5][CH:4]=[C:3]([CH2:2][NH:1][S:45]([CH:42]5[CH2:44][CH2:43]5)(=[O:47])=[O:46])[C:11]=4[S:10](=[O:12])(=[O:13])[N:9]=3)=[C:23]([OH:24])[C@H:22]3[C@@H:17]2[C@H:18]2[CH2:25][C@@H:21]3[CH2:20][CH2:19]2)=[CH:32][CH:31]=1. The yield is 0.840. (2) The reactants are [CH:1]1[C:9]2[N:8]3[C:10]([C:13]45[CH2:20][CH2:19][C:16]([NH:21]C(=O)OCC6C=CC=CC=6)([CH2:17][CH2:18]4)[CH2:15][CH2:14]5)=[CH:11][N:12]=[C:7]3[CH:6]=[N:5][C:4]=2[NH:3][CH:2]=1.[BrH:32]. The catalyst is CCOC(C)=O. The product is [BrH:32].[CH:1]1[C:9]2[N:8]3[C:10]([C:13]45[CH2:20][CH2:19][C:16]([NH2:21])([CH2:17][CH2:18]4)[CH2:15][CH2:14]5)=[CH:11][N:12]=[C:7]3[CH:6]=[N:5][C:4]=2[NH:3][CH:2]=1. The yield is 0.830. (3) The reactants are [Cl:1][C:2]1[CH:7]=[CH:6][CH:5]=[C:4]([F:8])[C:3]=1[C:9](=O)[CH2:10][C:11]1[CH:16]=[C:15]([C:17]2[N:21]([CH3:22])[N:20]=[C:19]([C:23]3[CH:28]=[CH:27][CH:26]=[CH:25][N:24]=3)[N:18]=2)[CH:14]=[CH:13][C:12]=1[N+:29]([O-])=O. The catalyst is C(O)(=O)C.[Fe]. The product is [Cl:1][C:2]1[CH:7]=[CH:6][CH:5]=[C:4]([F:8])[C:3]=1[C:9]1[NH:29][C:12]2[C:11]([CH:10]=1)=[CH:16][C:15]([C:17]1[N:21]([CH3:22])[N:20]=[C:19]([C:23]3[CH:28]=[CH:27][CH:26]=[CH:25][N:24]=3)[N:18]=1)=[CH:14][CH:13]=2. The yield is 0.320. (4) The reactants are [CH3:1][O:2][C:3]1[CH:4]=[C:5](/[C:11](=[CH:14]/[C:15]2[S:16][C:17]([N:20]3[CH2:25][CH2:24][CH:23](O)[CH2:22][CH2:21]3)=[CH:18][CH:19]=2)/[C:12]#[N:13])[CH:6]=[CH:7][C:8]=1[O:9][CH3:10].[Cl:27][C:28]([N:30]1[CH2:35][CH2:34][CH:33]([N:36]2[CH2:41][CH2:40][CH2:39][CH2:38][CH2:37]2)[CH2:32][CH2:31]1)=[O:29].C[OH:43]. The catalyst is N1C=CC=CC=1. The product is [ClH:27].[C:12](/[C:11](/[C:5]1[CH:6]=[CH:7][C:8]([O:9][CH3:10])=[C:3]([O:2][CH3:1])[CH:4]=1)=[CH:14]\[C:15]1[S:16][C:17]([N:20]2[CH2:25][CH2:24][CH:23]([CH:37]3[CH2:38][CH2:39][CH2:40][CH2:41][N:36]3[CH:33]3[CH2:34][CH2:35][N:30]([C:28]([OH:43])=[O:29])[CH2:31][CH2:32]3)[CH2:22][CH2:21]2)=[CH:18][CH:19]=1)#[N:13]. The yield is 0.300. (5) The catalyst is O1CCOCC1.O. The yield is 0.597. The product is [NH2:25][C:14]1[N:13]=[C:12]([N:8]2[CH:7]([CH3:26])[CH2:6][C:5]3[C:10](=[CH:11][C:2]([C:35]4[CH2:40][CH2:39][N:38]([C:41]([O:43][C:44]([CH3:47])([CH3:46])[CH3:45])=[O:42])[CH2:37][CH:36]=4)=[CH:3][CH:4]=3)[CH2:9]2)[CH:17]=[C:16]([N:18]2[CH2:23][CH2:22][N:21]([CH3:24])[CH2:20][CH2:19]2)[N:15]=1. The reactants are Br[C:2]1[CH:11]=[C:10]2[C:5]([CH2:6][CH:7]([CH3:26])[N:8]([C:12]3[CH:17]=[C:16]([N:18]4[CH2:23][CH2:22][N:21]([CH3:24])[CH2:20][CH2:19]4)[N:15]=[C:14]([NH2:25])[N:13]=3)[CH2:9]2)=[CH:4][CH:3]=1.CC1(C)C(C)(C)OB([C:35]2[CH2:36][CH2:37][N:38]([C:41]([O:43][C:44]([CH3:47])([CH3:46])[CH3:45])=[O:42])[CH2:39][CH:40]=2)O1.ClCCl.C(=O)([O-])[O-].[K+].[K+]. (6) The reactants are [Br:1][C:2]1[CH:7]=[CH:6][C:5](I)=[CH:4][CH:3]=1.[NH:9]1[CH2:14][CH2:13][O:12][CH2:11][CH2:10]1.CC(C)([O-])C.[Na+].C1OCCOCCOCCOCCOCCOC1.C1C=CC(P(C2C(C3C(P(C4C=CC=CC=4)C4C=CC=CC=4)=CC=C4C=3C=CC=C4)=C3C(C=CC=C3)=CC=2)C2C=CC=CC=2)=CC=1. The catalyst is C1COCC1.C1C=CC(/C=C/C(/C=C/C2C=CC=CC=2)=O)=CC=1.C1C=CC(/C=C/C(/C=C/C2C=CC=CC=2)=O)=CC=1.C1C=CC(/C=C/C(/C=C/C2C=CC=CC=2)=O)=CC=1.[Pd].[Pd].CCOC(C)=O. The product is [Br:1][C:2]1[CH:7]=[CH:6][C:5]([N:9]2[CH2:14][CH2:13][O:12][CH2:11][CH2:10]2)=[CH:4][CH:3]=1. The yield is 0.0500. (7) The reactants are C(OC([NH:8][C:9](=[NH:40])[C:10]1[S:14][C:13]([S:15][CH3:16])=[C:12]([S:17]([C:20]2[CH:21]=[C:22]([C:26]3[C:31]([CH3:32])=[CH:30][CH:29]=[CH:28][C:27]=3[CH2:33][O:34][CH2:35][CH2:36]C(O)=O)[CH:23]=[CH:24][CH:25]=2)(=[O:19])=[O:18])[CH:11]=1)=O)(C)(C)C.[C:41]([OH:47])(C(F)(F)F)=[O:42].C(Cl)Cl. No catalyst specified. The product is [C:9]([C:10]1[S:14][C:13]([S:15][CH3:16])=[C:12]([S:17]([C:20]2[CH:21]=[C:22]([C:26]3[C:31]([CH3:32])=[CH:30][CH:29]=[CH:28][C:27]=3[CH2:33][O:34][CH:35]([CH3:36])[C:41]([OH:47])=[O:42])[CH:23]=[CH:24][CH:25]=2)(=[O:18])=[O:19])[CH:11]=1)(=[NH:40])[NH2:8]. The yield is 0.690. (8) The reactants are [CH2:1]([O:8][C:9](=[O:30])[NH:10][C:11]1[CH:16]=[CH:15][C:14]([F:17])=[C:13]([CH:18]([OH:28])[C:19]2[C:27]3[C:22](=[N:23][CH:24]=[CH:25][CH:26]=3)[NH:21][CH:20]=2)[C:12]=1[F:29])[C:2]1[CH:7]=[CH:6][CH:5]=[CH:4][CH:3]=1.O1CCCC1.CC(OI1(OC(C)=O)(OC(C)=O)OC(=O)C2C=CC=CC1=2)=O. The catalyst is O. The product is [CH2:1]([O:8][C:9](=[O:30])[NH:10][C:11]1[CH:16]=[CH:15][C:14]([F:17])=[C:13]([C:18]([C:19]2[C:27]3[C:22](=[N:23][CH:24]=[CH:25][CH:26]=3)[NH:21][CH:20]=2)=[O:28])[C:12]=1[F:29])[C:2]1[CH:3]=[CH:4][CH:5]=[CH:6][CH:7]=1. The yield is 0.910. (9) The reactants are [N:1]([CH2:4][CH2:5][C:6]#[C:7][CH2:8][O:9][C:10]1[CH:15]=[CH:14][C:13]([S:16]([N:19]2[CH2:24][CH2:23][S:22][C:21]([CH3:26])([CH3:25])[CH:20]2[C:27]([O:29][CH3:30])=[O:28])(=[O:18])=[O:17])=[CH:12][CH:11]=1)=[N+]=[N-].C(P(CCCC)CCCC)CCC.C(#N)C.C(=O)=O.[C:50]([O:54][C:55](O[C:55]([O:54][C:50]([CH3:53])([CH3:52])[CH3:51])=[O:56])=[O:56])([CH3:53])([CH3:52])[CH3:51].C([O-])(O)=O.[Na+]. The catalyst is CCOCC.C1COCC1.C(OCC)(=O)C. The product is [CH3:30][O:29][C:27]([CH:20]1[C:21]([CH3:26])([CH3:25])[S:22][CH2:23][CH2:24][N:19]1[S:16]([C:13]1[CH:14]=[CH:15][C:10]([O:9][CH2:8][C:7]#[C:6][CH2:5][CH2:4][NH:1][C:55]([O:54][C:50]([CH3:53])([CH3:52])[CH3:51])=[O:56])=[CH:11][CH:12]=1)(=[O:18])=[O:17])=[O:28]. The yield is 0.400.